Dataset: Catalyst prediction with 721,799 reactions and 888 catalyst types from USPTO. Task: Predict which catalyst facilitates the given reaction. (1) The catalyst class is: 2. Reactant: Cl[C:2]1[N:3]=[C:4]([N:15]2[CH2:20][CH2:19][O:18][CH2:17][CH2:16]2)[C:5]2[S:10][C:9]([C:11]([NH2:14])([CH3:13])[CH3:12])=[CH:8][C:6]=2[N:7]=1.CCN(CC)CC.Cl.[C:29](Cl)(=[O:36])[C:30]1[CH:35]=[CH:34][CH:33]=[N:32][CH:31]=1.CC1(C)C(C)(C)OB([C:46]2[CH:54]=[CH:53][CH:52]=[C:51]3[C:47]=2[CH:48]=[N:49][NH:50]3)O1. Product: [NH:50]1[C:51]2[C:47](=[C:46]([C:2]3[N:3]=[C:4]([N:15]4[CH2:20][CH2:19][O:18][CH2:17][CH2:16]4)[C:5]4[S:10][C:9]([C:11]([NH:14][C:29](=[O:36])[C:30]5[CH:35]=[CH:34][CH:33]=[N:32][CH:31]=5)([CH3:13])[CH3:12])=[CH:8][C:6]=4[N:7]=3)[CH:54]=[CH:53][CH:52]=2)[CH:48]=[N:49]1. (2) Reactant: CC(C)([O-])C.[K+].[Cl:7][C:8]1[C:9](F)=[N:10][CH:11]=[C:12]([O:14][CH2:15][CH2:16][CH2:17][O:18][CH:19]2[CH2:24][CH2:23][CH2:22][CH2:21][O:20]2)[CH:13]=1.CN(C)C(=O)C.[CH3:32][C:33]1[N:34]=[CH:35][C:36]([NH:39][C:40]2[C:49]3[C:44](=[CH:45][CH:46]=[C:47]([OH:50])[CH:48]=3)[N:43]=[CH:42][N:41]=2)=[N:37][CH:38]=1. Product: [Cl:7][C:8]1[C:9]([O:50][C:47]2[CH:48]=[C:49]3[C:44](=[CH:45][CH:46]=2)[N:43]=[CH:42][N:41]=[C:40]3[NH:39][C:36]2[CH:35]=[N:34][C:33]([CH3:32])=[CH:38][N:37]=2)=[N:10][CH:11]=[C:12]([O:14][CH2:15][CH2:16][CH2:17][O:18][CH:19]2[CH2:24][CH2:23][CH2:22][CH2:21][O:20]2)[CH:13]=1. The catalyst class is: 6. (3) Reactant: [CH3:1][C:2]1[C:3]([NH:15][CH:16]2[C:20]3([CH2:24][CH2:23][CH2:22][CH2:21]3)[CH2:19][NH:18][CH2:17]2)=[N:4][C:5]([NH:8][C:9]2[CH:10]=[N:11][N:12]([CH3:14])[CH:13]=2)=[N:6][CH:7]=1.[C:25]([CH2:27][C:28](O)=[O:29])#[N:26].CCN(CC)CC.CN(C(ON1N=NC2C=CC=NC1=2)=[N+](C)C)C.F[P-](F)(F)(F)(F)F. The catalyst class is: 59. Product: [CH3:1][C:2]1[C:3]([NH:15][CH:16]2[C:20]3([CH2:24][CH2:23][CH2:22][CH2:21]3)[CH2:19][N:18]([C:28](=[O:29])[CH2:27][C:25]#[N:26])[CH2:17]2)=[N:4][C:5]([NH:8][C:9]2[CH:10]=[N:11][N:12]([CH3:14])[CH:13]=2)=[N:6][CH:7]=1. (4) Reactant: [F:1][C:2]([F:10])([F:9])[CH:3]([OH:8])[C:4]([F:7])([F:6])[F:5].Cl[C:12](Cl)([O:14]C(=O)OC(Cl)(Cl)Cl)Cl.C(N(CC)C(C)C)(C)C.[Cl:32][C:33]1[CH:38]=[CH:37][C:36]([N:39]2[CH2:44][CH2:43][O:42][CH2:41][CH2:40]2)=[C:35]([CH2:45][N:46]2[CH2:51][CH2:50][NH:49][CH2:48][CH2:47]2)[CH:34]=1. Product: [F:1][C:2]([F:10])([F:9])[CH:3]([O:8][C:12]([N:49]1[CH2:48][CH2:47][N:46]([CH2:45][C:35]2[CH:34]=[C:33]([Cl:32])[CH:38]=[CH:37][C:36]=2[N:39]2[CH2:44][CH2:43][O:42][CH2:41][CH2:40]2)[CH2:51][CH2:50]1)=[O:14])[C:4]([F:7])([F:6])[F:5]. The catalyst class is: 229. (5) Reactant: [CH3:1][O:2][C:3]1[CH:12]=[C:11]2[C:6]([CH:7]=[C:8]([C:18]3[CH:23]=[CH:22][N:21]=[C:20]([NH:24][CH3:25])[N:19]=3)[CH:9]=[C:10]2[NH:13][CH2:14][CH2:15][CH2:16][NH2:17])=[CH:5][CH:4]=1.[Br:26][C:27]1[C:35]2[C:30](=[N:31][CH:32]=[N:33][C:34]=2Cl)[NH:29][N:28]=1.C(OCC)(=O)C. Product: [Br:26][C:27]1[C:35]2[C:30](=[N:31][CH:32]=[N:33][C:34]=2[NH:17][CH2:16][CH2:15][CH2:14][NH:13][C:10]2[C:11]3[C:6](=[CH:5][CH:4]=[C:3]([O:2][CH3:1])[CH:12]=3)[CH:7]=[C:8]([C:18]3[CH:23]=[CH:22][N:21]=[C:20]([NH:24][CH3:25])[N:19]=3)[CH:9]=2)[NH:29][N:28]=1. The catalyst class is: 571. (6) Reactant: Cl.[N+:2]([C:5]1[CH:10]=[CH:9][C:8]([N:11]2[CH2:16][CH2:15][NH:14][CH2:13][CH2:12]2)=[CH:7][CH:6]=1)([O-:4])=[O:3].CCN(CC)CC.[CH3:24][C:25]([O:28][C:29](O[C:29]([O:28][C:25]([CH3:27])([CH3:26])[CH3:24])=[O:30])=[O:30])([CH3:27])[CH3:26].O. Product: [N+:2]([C:5]1[CH:6]=[CH:7][C:8]([N:11]2[CH2:16][CH2:15][N:14]([C:29]([O:28][C:25]([CH3:27])([CH3:26])[CH3:24])=[O:30])[CH2:13][CH2:12]2)=[CH:9][CH:10]=1)([O-:4])=[O:3]. The catalyst class is: 2. (7) Reactant: C([O:3][C:4]([C:6]1([C:9]2[CH:14]=[CH:13][C:12]([C:15]3[CH:20]=[CH:19][C:18]([C:21]4[S:22][C:23]([F:39])=[CH:24][C:25]=4[NH:26][C:27]([O:29][CH:30]([C:32]4[CH:37]=[CH:36][C:35]([Cl:38])=[CH:34][CH:33]=4)[CH3:31])=[O:28])=[CH:17][C:16]=3[O:40][CH3:41])=[CH:11][CH:10]=2)[CH2:8][CH2:7]1)=[O:5])C.[OH-].[Na+].Cl. Product: [Cl:38][C:35]1[CH:34]=[CH:33][C:32]([C@H:30]([O:29][C:27]([NH:26][C:25]2[CH:24]=[C:23]([F:39])[S:22][C:21]=2[C:18]2[CH:19]=[CH:20][C:15]([C:12]3[CH:13]=[CH:14][C:9]([C:6]4([C:4]([OH:5])=[O:3])[CH2:8][CH2:7]4)=[CH:10][CH:11]=3)=[C:16]([O:40][CH3:41])[CH:17]=2)=[O:28])[CH3:31])=[CH:37][CH:36]=1. The catalyst class is: 32.